Dataset: Catalyst prediction with 721,799 reactions and 888 catalyst types from USPTO. Task: Predict which catalyst facilitates the given reaction. (1) Reactant: [C:1]([C:4]1[CH:5]=[CH:6][C:7]([C:10]2[N:11]=[C:12]([CH:15]([C:17]3[CH:29]=[CH:28][C:20]4[N:21](COC)[C:22](=[O:24])[S:23][C:19]=4[CH:18]=3)[CH3:16])[S:13][CH:14]=2)=[N:8][CH:9]=1)(=[O:3])[CH3:2]. Product: [C:1]([C:4]1[CH:5]=[CH:6][C:7]([C:10]2[N:11]=[C:12]([CH:15]([C:17]3[CH:29]=[CH:28][C:20]4[NH:21][C:22](=[O:24])[S:23][C:19]=4[CH:18]=3)[CH3:16])[S:13][CH:14]=2)=[N:8][CH:9]=1)(=[O:3])[CH3:2]. The catalyst class is: 55. (2) Reactant: Br[C:2]1[CH:7]=[C:6]([O:8][CH3:9])[C:5]([O:10][CH3:11])=[CH:4][C:3]=1[NH:12][C:13](=[O:18])[C:14]([CH3:17])([CH3:16])[CH3:15].[Li]CCCC.[Br:24][C:25]1[CH:26]=[C:27]([CH:34]=[CH:35][CH:36]=1)[C:28](N(OC)C)=[O:29]. Product: [Br:24][C:25]1[CH:26]=[C:27]([C:28]([C:2]2[CH:7]=[C:6]([O:8][CH3:9])[C:5]([O:10][CH3:11])=[CH:4][C:3]=2[NH:12][C:13](=[O:18])[C:14]([CH3:17])([CH3:16])[CH3:15])=[O:29])[CH:34]=[CH:35][CH:36]=1. The catalyst class is: 1.